From a dataset of Full USPTO retrosynthesis dataset with 1.9M reactions from patents (1976-2016). Predict the reactants needed to synthesize the given product. (1) Given the product [CH3:14][C:7]1[CH:6]=[C:5](/[CH:4]=[CH:3]/[C:2]([F:1])([F:16])[F:15])[CH:13]=[CH:12][C:8]=1[C:9]([NH:49][C:47]1[CH:48]=[C:43]2[CH:42]=[CH:41][NH:40][C:44]2=[N:45][CH:46]=1)=[O:11], predict the reactants needed to synthesize it. The reactants are: [F:1][C:2]([F:16])([F:15])/[CH:3]=[CH:4]/[C:5]1[CH:13]=[CH:12][C:8]([C:9]([OH:11])=O)=[C:7]([CH3:14])[CH:6]=1.Cl.CN(C)CCCN=C=NCC.O.ON1C2C=CC=CC=2N=N1.[NH:40]1[C:44]2=[N:45][CH:46]=[C:47]([NH2:49])[CH:48]=[C:43]2[CH:42]=[CH:41]1. (2) Given the product [CH2:29]([N:31]([CH2:32][CH3:33])[C:6]1[C:5]2[C:10](=[CH:11][C:2]([F:1])=[C:3]([N:23]3[CH2:28][CH2:27][CH2:26][CH2:25][CH2:24]3)[CH:4]=2)[N:9]=[C:8]([N:12]2[CH:16]=[C:15]([C:17]([OH:19])=[O:18])[CH:14]=[N:13]2)[N:7]=1)[CH3:30], predict the reactants needed to synthesize it. The reactants are: [F:1][C:2]1[CH:11]=[C:10]2[C:5]([C:6](=O)[NH:7][C:8]([N:12]3[CH:16]=[C:15]([C:17]([O:19]CC)=[O:18])[CH:14]=[N:13]3)=[N:9]2)=[CH:4][C:3]=1[N:23]1[CH2:28][CH2:27][CH2:26][CH2:25][CH2:24]1.[CH2:29]([NH:31][CH2:32][CH3:33])[CH3:30]. (3) Given the product [Cl:58][C:11]1[CH:10]=[C:9]([C:38]2[CH:37]=[CH:36][N:35]=[C:34]([N:28]3[CH2:33][CH2:32][NH:31][CH2:30][CH2:29]3)[CH:39]=2)[CH:8]=[CH:7][C:6]=1[S:3]([NH:2][C:20]1[C:21]([CH3:27])=[N:22][N:23]([CH3:26])[C:24]=1[CH3:25])(=[O:4])=[O:5], predict the reactants needed to synthesize it. The reactants are: C[N:2]([C:20]1[C:21]([CH3:27])=[N:22][N:23]([CH3:26])[C:24]=1[CH3:25])[S:3]([C:6]1[CH:11]=[CH:10][C:9](C2C=CC=C(C=O)C=2)=[CH:8][CH:7]=1)(=[O:5])=[O:4].[N:28]1([C:34]2[CH:39]=[C:38](B3OC(C)(C)C(C)(C)O3)[CH:37]=[CH:36][N:35]=2)[CH2:33][CH2:32][NH:31][CH2:30][CH2:29]1.P([O-])([O-])([O-])=O.[K+].[K+].[K+].C(Cl)[Cl:58]. (4) Given the product [CH3:32][O:33][C:34](=[O:48])[C@H:35]([CH2:37][C:38]1[CH:39]=[N:40][C:41]([C:44]([F:46])([F:45])[F:47])=[CH:42][CH:43]=1)[NH:36][C:63](=[O:64])[C@@H:57]([CH2:58][C:59]([CH3:62])([CH3:61])[CH3:60])[NH:56][C:54]([O:53][C:49]([CH3:50])([CH3:51])[CH3:52])=[O:55], predict the reactants needed to synthesize it. The reactants are: CN1CCOCC1.CN(C(ON1N=NC2C=CC=NC1=2)=[N+](C)C)C.F[P-](F)(F)(F)(F)F.[CH3:32][O:33][C:34](=[O:48])[C@H:35]([CH2:37][C:38]1[CH:39]=[N:40][C:41]([C:44]([F:47])([F:46])[F:45])=[CH:42][CH:43]=1)[NH2:36].[C:49]([O:53][C:54]([NH:56][C@@H:57]([C:63](O)=[O:64])[CH2:58][C:59]([CH3:62])([CH3:61])[CH3:60])=[O:55])([CH3:52])([CH3:51])[CH3:50].P([O-])(O)(O)=O.[K+]. (5) Given the product [CH2:3]([O:10][C:11]1[CH:12]=[N:13][C:14]2[C:19]([C:20]=1[C:21]([NH2:22])=[O:29])=[N:18][C:17]([O:23][CH3:24])=[CH:16][CH:15]=2)[C:4]1[CH:5]=[CH:6][CH:7]=[CH:8][CH:9]=1, predict the reactants needed to synthesize it. The reactants are: OO.[CH2:3]([O:10][C:11]1[CH:12]=[N:13][C:14]2[C:19]([C:20]=1[C:21]#[N:22])=[N:18][C:17]([O:23][CH3:24])=[CH:16][CH:15]=2)[C:4]1[CH:9]=[CH:8][CH:7]=[CH:6][CH:5]=1.[OH-].[Na+].C(OCC)(=[O:29])C. (6) Given the product [Cl:11][CH2:12][C:13]([NH:8][C:7]1[CH:9]=[C:3]([C:1]#[N:2])[CH:4]=[CH:5][C:6]=1[CH3:10])=[O:14], predict the reactants needed to synthesize it. The reactants are: [C:1]([C:3]1[CH:4]=[CH:5][C:6]([CH3:10])=[C:7]([CH:9]=1)[NH2:8])#[N:2].[Cl:11][CH2:12][C:13](Cl)=[O:14]. (7) The reactants are: I[C:2]1[N:7]=[N:6][C:5]([NH:8][C:9](=[O:22])[CH2:10][C:11]2[CH:16]=[CH:15][CH:14]=[C:13]([O:17][C:18]([F:21])([F:20])[F:19])[CH:12]=2)=[CH:4][CH:3]=1.[CH2:23]([C:27]1[S:31][C:30]([C:32]([NH:34][CH2:35][CH2:36][O:37][CH3:38])=[O:33])=[N:29][N:28]=1)[CH2:24][C:25]#[CH:26]. Given the product [CH3:38][O:37][CH2:36][CH2:35][NH:34][C:32]([C:30]1[S:31][C:27]([CH2:23][CH2:24][C:25]#[C:26][C:2]2[N:7]=[N:6][C:5]([NH:8][C:9](=[O:22])[CH2:10][C:11]3[CH:16]=[CH:15][CH:14]=[C:13]([O:17][C:18]([F:21])([F:20])[F:19])[CH:12]=3)=[CH:4][CH:3]=2)=[N:28][N:29]=1)=[O:33], predict the reactants needed to synthesize it. (8) Given the product [CH:1]1[C:11]2[CH2:10][CH2:9][C:8]3[CH:12]=[CH:13][CH:14]=[CH:15][C:7]=3[C:6](=[CH:16][C:17]3[CH:18]=[C:19]([NH:23][C:24](=[O:26])[CH3:25])[CH:20]=[CH:21][CH:22]=3)[C:5]=2[CH:4]=[CH:3][CH:2]=1, predict the reactants needed to synthesize it. The reactants are: [CH:1]1[C:11]2[CH2:10][CH2:9][C:8]3[CH:12]=[CH:13][CH:14]=[CH:15][C:7]=3[C:6](=[CH:16][C:17]3[CH:18]=[C:19]([NH2:23])[CH:20]=[CH:21][CH:22]=3)[C:5]=2[CH:4]=[CH:3][CH:2]=1.[C:24](Cl)(=[O:26])[CH3:25]. (9) The reactants are: [CH:1]1([CH2:4][O:5][C:6]2[CH:14]=[CH:13][C:9]3[O:10][CH2:11][O:12][C:8]=3[C:7]=2[C:15]2[C:16]3[NH:23][C:22]([CH3:24])=[C:21]([C:25]([OH:27])=O)[C:17]=3[N:18]=[CH:19][N:20]=2)[CH2:3][CH2:2]1.CCN(C(C)C)C(C)C.[NH2:37][C@@H:38]([C:49]([N:51]1[CH2:56][CH2:55][CH:54]([N:57]2[N:66]=[C:65]([C:67]3[CH:72]=[CH:71][C:70]([O:73][CH3:74])=[C:69]([O:75][CH3:76])[CH:68]=3)[C@@H:64]3[C@@H:59]([CH2:60][CH2:61][CH2:62][CH2:63]3)[C:58]2=[O:77])[CH2:53][CH2:52]1)=[O:50])[CH2:39][C:40]1[CH:48]=[CH:47][C:43]([C:44]([NH2:46])=[O:45])=[CH:42][CH:41]=1.CCOC(C(C#N)=NOC(N1CCOCC1)=[N+](C)C)=O.F[P-](F)(F)(F)(F)F.C(=O)(O)[O-].[Na+]. Given the product [C:44]([C:43]1[CH:42]=[CH:41][C:40]([CH2:39][C@@H:38]([NH:37][C:25]([C:21]2[C:17]3[N:18]=[CH:19][N:20]=[C:15]([C:7]4[C:8]5[O:12][CH2:11][O:10][C:9]=5[CH:13]=[CH:14][C:6]=4[O:5][CH2:4][CH:1]4[CH2:2][CH2:3]4)[C:16]=3[NH:23][C:22]=2[CH3:24])=[O:27])[C:49]([N:51]2[CH2:56][CH2:55][CH:54]([N:57]3[N:66]=[C:65]([C:67]4[CH:72]=[CH:71][C:70]([O:73][CH3:74])=[C:69]([O:75][CH3:76])[CH:68]=4)[C@@H:64]4[C@@H:59]([CH2:60][CH2:61][CH2:62][CH2:63]4)[C:58]3=[O:77])[CH2:53][CH2:52]2)=[O:50])=[CH:48][CH:47]=1)(=[O:45])[NH2:46], predict the reactants needed to synthesize it. (10) Given the product [NH2:24][C:23]1[C:18]([C:17]#[C:16][C:12]2[CH:11]=[C:10]([NH:9][C:8]([NH:34][CH2:33][CH:28]3[CH2:29][O:30][CH2:31][CH2:32][O:27]3)=[O:26])[CH:15]=[CH:14][CH:13]=2)=[C:19]([NH2:25])[N:20]=[CH:21][N:22]=1, predict the reactants needed to synthesize it. The reactants are: C1(O[C:8](=[O:26])[NH:9][C:10]2[CH:15]=[CH:14][CH:13]=[C:12]([C:16]#[C:17][C:18]3[C:19]([NH2:25])=[N:20][CH:21]=[N:22][C:23]=3[NH2:24])[CH:11]=2)C=CC=CC=1.[O:27]1[CH2:32][CH2:31][O:30][CH2:29][CH:28]1[CH2:33][NH2:34].C(N(CC)CC)C.